Dataset: Cav3 T-type calcium channel HTS with 100,875 compounds. Task: Binary Classification. Given a drug SMILES string, predict its activity (active/inactive) in a high-throughput screening assay against a specified biological target. (1) The molecule is S(c1nc([nH]n1)c1ccc(OC)cc1)CC=C. The result is 0 (inactive). (2) The drug is s1c(C(C)C)cc(c2n(c3cc(ccc3)C)c(=S)[nH]n2)c1. The result is 0 (inactive). (3) The drug is s1c2c3c(OCc2cc1C(OCC)=O)cccc3C. The result is 0 (inactive). (4) The drug is Brc1ccc(N2C(=O)C3C(N(OC3C2=O)c2ccccc2)c2ccncc2)cc1. The result is 0 (inactive). (5) The molecule is S(CC(=O)Nc1c(CC)cccc1)c1oc(nn1)Cn1c2c(nc1)cccc2. The result is 0 (inactive).